Dataset: Forward reaction prediction with 1.9M reactions from USPTO patents (1976-2016). Task: Predict the product of the given reaction. (1) Given the reactants [CH:1]1(B(O)O)[CH2:3][CH2:2]1.Br[C:8]1[O:12][C:11]([C:13]2[N:14]=[C:15]([NH2:31])[C:16]3[CH:21]=[C:20]([CH2:22][N:23]4[CH:28]([CH3:29])[CH2:27][CH2:26][CH2:25][CH:24]4[CH3:30])[S:19][C:17]=3[N:18]=2)=[CH:10][CH:9]=1.P(C1CCCCC1)(C1CCCCC1)C1CCCCC1.[O-]P([O-])([O-])=O.[K+].[K+].[K+], predict the reaction product. The product is: [CH:1]1([C:8]2[O:12][C:11]([C:13]3[N:14]=[C:15]([NH2:31])[C:16]4[CH:21]=[C:20]([CH2:22][N:23]5[CH:28]([CH3:29])[CH2:27][CH2:26][CH2:25][CH:24]5[CH3:30])[S:19][C:17]=4[N:18]=3)=[CH:10][CH:9]=2)[CH2:3][CH2:2]1. (2) The product is: [CH2:2]([O:4][C:5]([C:7]1[C:8]2[S:16][CH:15]=[C:14]([CH2:17][O:18][C:19]3[CH:24]=[C:23]([O:25][CH2:26][C:27]4[CH:32]=[CH:31][C:30]([Cl:33])=[CH:29][CH:28]=4)[CH:22]=[CH:21][C:20]=3[CH3:34])[C:9]=2[C:10]([NH2:1])=[N:11][CH:12]=1)=[O:6])[CH3:3]. Given the reactants [NH3:1].[CH2:2]([O:4][C:5]([C:7]1[C:8]2[S:16][CH:15]=[C:14]([CH2:17][O:18][C:19]3[CH:24]=[C:23]([O:25][CH2:26][C:27]4[CH:32]=[CH:31][C:30]([Cl:33])=[CH:29][CH:28]=4)[CH:22]=[CH:21][C:20]=3[CH3:34])[C:9]=2[C:10](Cl)=[N:11][CH:12]=1)=[O:6])[CH3:3], predict the reaction product. (3) Given the reactants [CH3:1][C:2]1[C:6]([C:7]([C:16]2[O:17][C:18]3[CH:24]=[CH:23][C:22]([CH2:25][C:26]([NH:28][CH:29]([C:36]4[CH:41]=[CH:40][C:39]([CH3:42])=[CH:38][C:37]=4[CH3:43])[C:30]4[CH:35]=[CH:34][CH:33]=[CH:32][CH:31]=4)=[O:27])=[CH:21][C:19]=3[CH:20]=2)(O)[CH2:8][CH2:9][C:10]([O:12]CC)=[O:11])=[C:5]([CH3:44])[O:4][N:3]=1.ClCOC(C)C, predict the reaction product. The product is: [CH3:1][C:2]1[C:6]([C:7]([C:16]2[O:17][C:18]3[CH:24]=[CH:23][C:22]([CH2:25][C:26]([NH:28][CH:29]([C:36]4[CH:41]=[CH:40][C:39]([CH3:42])=[CH:38][C:37]=4[CH3:43])[C:30]4[CH:31]=[CH:32][CH:33]=[CH:34][CH:35]=4)=[O:27])=[CH:21][C:19]=3[CH:20]=2)=[CH:8][CH2:9][C:10]([OH:12])=[O:11])=[C:5]([CH3:44])[O:4][N:3]=1. (4) Given the reactants [CH3:1][C:2]1[CH:26]=[N:25][CH:24]=[CH:23][C:3]=1[C:4]([NH:6][C:7]1[CH:12]=[CH:11][C:10]([C:13]2[CH2:18][C@@H:17](C(C)=C)[CH2:16][CH2:15][C:14]=2[CH3:22])=[CH:9][CH:8]=1)=[O:5].[CH:27]([OH:30])([CH3:29])[CH3:28].[OH2:31], predict the reaction product. The product is: [OH:31][CH2:28][C@@:27]([C@@H:17]1[CH2:18][C:13]([C:10]2[CH:11]=[CH:12][C:7]([NH:6][C:4](=[O:5])[C:3]3[CH:23]=[CH:24][N:25]=[CH:26][C:2]=3[CH3:1])=[CH:8][CH:9]=2)=[C:14]([CH3:22])[CH2:15][CH2:16]1)([OH:30])[CH3:29]. (5) Given the reactants [CH3:1][C:2]1[O:6][N:5]=[C:4]([C:7]2[CH:12]=[CH:11][N:10]=[CH:9][CH:8]=2)[C:3]=1[CH2:13][O:14][C:15]1[CH:23]=[CH:22][C:18]([C:19]([OH:21])=O)=[CH:17][N:16]=1.COC(=O)C1C=CC(OCC2[C:36]([C:41]3[CH:46]=[CH:45]C=C(F)C=3)=[N:37]OC=2C)=NC=1, predict the reaction product. The product is: [CH:41]1([CH2:36][NH:37][C:19](=[O:21])[C:18]2[CH:22]=[CH:23][C:15]([O:14][CH2:13][C:3]3[C:4]([C:7]4[CH:8]=[CH:9][N:10]=[CH:11][CH:12]=4)=[N:5][O:6][C:2]=3[CH3:1])=[N:16][CH:17]=2)[CH2:46][CH2:45]1. (6) Given the reactants [C:1]1([C:17]2[CH:22]=[CH:21][CH:20]=[CH:19][CH:18]=2)[CH:6]=[CH:5][CH:4]=[CH:3][C:2]=1[C:7]([N:9]1[CH2:16][CH:15]2[CH:11]([CH2:12][NH:13][CH2:14]2)[CH2:10]1)=[O:8].Cl[C:24]1[C:33]([CH3:34])=[N:32][C:31]2[C:26](=[CH:27][CH:28]=[CH:29][CH:30]=2)[N:25]=1, predict the reaction product. The product is: [C:1]1([C:17]2[CH:22]=[CH:21][CH:20]=[CH:19][CH:18]=2)[CH:6]=[CH:5][CH:4]=[CH:3][C:2]=1[C:7]([N:9]1[CH2:10][CH:11]2[CH2:12][N:13]([C:24]3[C:33]([CH3:34])=[N:32][C:31]4[C:26](=[CH:27][CH:28]=[CH:29][CH:30]=4)[N:25]=3)[CH2:14][CH:15]2[CH2:16]1)=[O:8]. (7) Given the reactants [NH2:1][C:2]1[C:3]([C:9](O)=O)=[N:4][C:5]([Br:8])=[CH:6][N:7]=1.[C:12]1([NH2:19])[C:13]([NH2:18])=[CH:14][CH:15]=[CH:16][CH:17]=1.C(OP(C#N)(OCC)=O)C.C(N(CC)CC)C.C, predict the reaction product. The product is: [NH:18]1[C:13]2[CH:14]=[CH:15][CH:16]=[CH:17][C:12]=2[N:19]=[C:9]1[C:3]1[C:2]([NH2:1])=[N:7][CH:6]=[C:5]([Br:8])[N:4]=1.